This data is from Peptide-MHC class I binding affinity with 185,985 pairs from IEDB/IMGT. The task is: Regression. Given a peptide amino acid sequence and an MHC pseudo amino acid sequence, predict their binding affinity value. This is MHC class I binding data. (1) The peptide sequence is DHIPIINTL. The MHC is HLA-A29:02 with pseudo-sequence HLA-A29:02. The binding affinity (normalized) is 0.0847. (2) The peptide sequence is ARKHHTKID. The MHC is HLA-B08:01 with pseudo-sequence HLA-B08:01. The binding affinity (normalized) is 0.0167. (3) The peptide sequence is RVAPYAGL. The MHC is H-2-Kb with pseudo-sequence H-2-Kb. The binding affinity (normalized) is 0.485. (4) The peptide sequence is LQPSDTLLF. The MHC is HLA-A24:03 with pseudo-sequence HLA-A24:03. The binding affinity (normalized) is 0.851. (5) The peptide sequence is TVSSFQDI. The MHC is H-2-Kb with pseudo-sequence H-2-Kb. The binding affinity (normalized) is 0.0735. (6) The peptide sequence is LLPLSLLF. The MHC is H-2-Db with pseudo-sequence H-2-Db. The binding affinity (normalized) is 0. (7) The peptide sequence is FVRSSPANF. The MHC is HLA-B18:01 with pseudo-sequence HLA-B18:01. The binding affinity (normalized) is 0.0847. (8) The peptide sequence is ALFEPEREK. The MHC is HLA-A03:01 with pseudo-sequence HLA-A03:01. The binding affinity (normalized) is 0.623. (9) The peptide sequence is ALNSKDAAL. The MHC is HLA-A02:03 with pseudo-sequence HLA-A02:03. The binding affinity (normalized) is 0.836.